This data is from Reaction yield outcomes from USPTO patents with 853,638 reactions. The task is: Predict the reaction yield, written as a fraction of the theoretical maximum amount of product (1.0 means a 100% yield; for example, 0.34 means a 34% yield). (1) The reactants are F[C:2]1[CH:7]=[CH:6][C:5]([C:8]2N=C(C(N3CC[C:6]4[C:5](=[CH:4][CH:3]=[C:2](O)[C:7]=4O)[CH2:8]3)=O)C3C(=CC=CC=3)N=2)=[CH:4][CH:3]=1.[OH:32][C:33]1[C:42]([CH3:43])=[CH:41][CH:40]=[CH:39][C:34]=1[C:35]([O:37][CH3:38])=[O:36].B(Br)(Br)Br. The catalyst is ClCCl. The product is [CH2:8]([O:32][C:33]1[C:42]([CH3:43])=[CH:41][CH:40]=[CH:39][C:34]=1[C:35]([O:37][CH3:38])=[O:36])[C:5]1[CH:6]=[CH:7][CH:2]=[CH:3][CH:4]=1. The yield is 0.330. (2) The reactants are [Cl-].[CH3:2][O:3][CH3:4].[C:5]1(P(C2C=CC=CC=2)C2C=CC=CC=2)C=CC=CC=1.CC(C)([O-])C.[K+].[Br:30][CH:31]1[C:36]2([C:39]3[CH:44]=[CH:43][C:42]([Cl:45])=[CH:41][CH:40]=3)[CH2:37][CH2:38][C:33](C=O)([CH2:34][O:35]2)[CH2:32]1. The catalyst is O1CCCC1. The product is [Br:30][CH:31]1[C:36]2([C:39]3[CH:44]=[CH:43][C:42]([Cl:45])=[CH:41][CH:40]=3)[CH2:37][CH2:38][C:33]([CH:5]=[CH:2][O:3][CH3:4])([CH2:34][O:35]2)[CH2:32]1. The yield is 0.950.